Dataset: Full USPTO retrosynthesis dataset with 1.9M reactions from patents (1976-2016). Task: Predict the reactants needed to synthesize the given product. (1) Given the product [OH:25][C:26]1[CH:31]=[CH:30][C:29]([CH2:14][C:10]2[C:9]3[C:13](=[C:5]([C:3]([NH2:2])=[O:4])[CH:6]=[C:7]([C:19]4[CH:24]=[CH:23][CH:22]=[CH:21][CH:20]=4)[CH:8]=3)[NH:12][CH:11]=2)=[CH:28][CH:27]=1, predict the reactants needed to synthesize it. The reactants are: [I-].[NH2:2][C:3]([C:5]1[CH:6]=[C:7]([C:19]2[CH:24]=[CH:23][CH:22]=[CH:21][CH:20]=2)[CH:8]=[C:9]2[C:13]=1[NH:12][CH:11]=[C:10]2[CH2:14][N+](C)(C)C)=[O:4].[O-:25][C:26]1[CH:31]=[CH:30][CH:29]=[CH:28][CH:27]=1.[Na+]. (2) The reactants are: [CH3:1][C:2]1[C:3]([C:25]([O:27]CC)=[O:26])=[C:4]2[CH:9]=[CH:8][CH:7]=[N:6][N:5]2[C:10]=1[CH:11]([CH:13]1[CH2:18][CH2:17][N:16]([CH2:19][CH2:20][C:21]([F:24])([F:23])[F:22])[CH2:15][CH2:14]1)[CH3:12].[OH-].[Li+].C1COCC1.Cl. Given the product [CH3:1][C:2]1[C:3]([C:25]([OH:27])=[O:26])=[C:4]2[CH:9]=[CH:8][CH:7]=[N:6][N:5]2[C:10]=1[CH:11]([CH:13]1[CH2:18][CH2:17][N:16]([CH2:19][CH2:20][C:21]([F:24])([F:23])[F:22])[CH2:15][CH2:14]1)[CH3:12], predict the reactants needed to synthesize it. (3) The reactants are: [CH2:1]([O:3][C:4]([C:6]1[C:7](N)=[N:8][C:9]2[C:14]([CH:15]=1)=[CH:13][CH:12]=[CH:11][CH:10]=2)=[O:5])[CH3:2].[N:17]1C=CC=CC=1.[F:23][C:24]([F:41])([F:40])[C:25]1[CH:30]=[CH:29][C:28]([C:31]2[C:32]([C:37](Cl)=[O:38])=[CH:33][CH:34]=[CH:35][CH:36]=2)=[CH:27][CH:26]=1. Given the product [CH2:1]([O:3][C:4]([C:6]1[CH:7]=[N:8][C:9]2[C:14]([CH:15]=1)=[CH:13][CH:12]=[C:11]([NH:17][C:37]([C:32]1[C:31]([C:28]3[CH:29]=[CH:30][C:25]([C:24]([F:41])([F:40])[F:23])=[CH:26][CH:27]=3)=[CH:36][CH:35]=[CH:34][CH:33]=1)=[O:38])[CH:10]=2)=[O:5])[CH3:2], predict the reactants needed to synthesize it. (4) Given the product [Br:27][C:15]1[C:16](=[O:19])[CH2:17][CH2:18][C:5]2([CH2:1][CH2:2][CH2:3][CH3:4])[C:14]=1[C:13]1[C:8](=[CH:9][C:10]([O:20][CH3:21])=[CH:11][CH:12]=1)[CH2:7][CH2:6]2, predict the reactants needed to synthesize it. The reactants are: [CH2:1]([C:5]12[CH2:18][CH2:17][C:16](=[O:19])[CH:15]=[C:14]1[C:13]1[C:8](=[CH:9][C:10]([O:20][CH3:21])=[CH:11][CH:12]=1)[CH2:7][CH2:6]2)[CH2:2][CH2:3][CH3:4].C([O-])(O)=O.[Na+].[Br:27]Br. (5) The reactants are: [CH3:1][O:2][C:3]([C@H:5]1[CH2:10][CH2:9][C@H:8]([C:11]2[N:19]3[C:14]([C:15](=[O:21])[NH:16][C:17]([NH2:20])=[N:18]3)=[CH:13][N:12]=2)[CH2:7][CH2:6]1)=[O:4].C1C(=O)N([Br:29])C(=O)C1.O. Given the product [CH3:1][O:2][C:3]([C@H:5]1[CH2:6][CH2:7][C@H:8]([C:11]2[N:19]3[C:14]([C:15](=[O:21])[NH:16][C:17]([NH2:20])=[N:18]3)=[C:13]([Br:29])[N:12]=2)[CH2:9][CH2:10]1)=[O:4], predict the reactants needed to synthesize it. (6) Given the product [C:42]([O:41][C:39]([N:36]1[CH2:35][CH:34]=[C:33]([C:2]2[CH:3]=[C:4]3[C:13](=[CH:14][C:15]=2[C:16]2[CH:21]=[CH:20][CH:19]=[CH:18][C:17]=2[F:22])[O:12][CH2:11][C:10]2[N:5]3[C@H:6]([CH3:24])[C:7](=[O:23])[NH:8][N:9]=2)[CH2:38][CH2:37]1)=[O:40])([CH3:45])([CH3:43])[CH3:44], predict the reactants needed to synthesize it. The reactants are: Br[C:2]1[CH:3]=[C:4]2[C:13](=[CH:14][C:15]=1[C:16]1[CH:21]=[CH:20][CH:19]=[CH:18][C:17]=1[F:22])[O:12][CH2:11][C:10]1[N:5]2[C@H:6]([CH3:24])[C:7](=[O:23])[NH:8][N:9]=1.CC1(C)C(C)(C)OB([C:33]2[CH2:38][CH2:37][N:36]([C:39]([O:41][C:42]([CH3:45])([CH3:44])[CH3:43])=[O:40])[CH2:35][CH:34]=2)O1.C([O-])([O-])=O.[K+].[K+]. (7) Given the product [C:1]([C:5]1[N:10]=[C:9]([N:11]2[CH2:16][CH2:15][N:14]([CH2:17][CH2:18][CH2:19][CH2:20][NH:21][C:31]([N:48]3[CH2:49][CH2:50][N:45]([C:42]4[CH:41]=[CH:40][C:39]([Cl:38])=[CH:44][CH:43]=4)[CH2:46][CH2:47]3)=[O:32])[CH2:13][CH2:12]2)[CH:8]=[C:7]([C:22]([F:24])([F:25])[F:23])[N:6]=1)([CH3:4])([CH3:2])[CH3:3], predict the reactants needed to synthesize it. The reactants are: [C:1]([C:5]1[N:10]=[C:9]([N:11]2[CH2:16][CH2:15][N:14]([CH2:17][CH2:18][CH2:19][CH2:20][NH2:21])[CH2:13][CH2:12]2)[CH:8]=[C:7]([C:22]([F:25])([F:24])[F:23])[N:6]=1)([CH3:4])([CH3:3])[CH3:2].C1N=CN([C:31](N2C=NC=C2)=[O:32])C=1.[Cl:38][C:39]1[CH:44]=[CH:43][C:42]([N:45]2[CH2:50][CH2:49][NH:48][CH2:47][CH2:46]2)=[CH:41][CH:40]=1. (8) Given the product [CH3:32][O:31][C:29]([N:13]1[CH2:12][CH:11]2[N:18]([S:19]([C:22]3[CH:27]=[CH:26][C:25]([Cl:28])=[CH:24][CH:23]=3)(=[O:21])=[O:20])[CH:15]([CH2:16][C:17]3[NH:7][N:8]=[CH:9][C:10]=32)[CH2:14]1)=[O:30], predict the reactants needed to synthesize it. The reactants are: [OH-].[Na+].COC([N:7]1[C:17]2[CH2:16][CH:15]3[N:18]([S:19]([C:22]4[CH:27]=[CH:26][C:25]([Cl:28])=[CH:24][CH:23]=4)(=[O:21])=[O:20])[CH:11]([CH2:12][N:13]([C:29]([O:31][CH3:32])=[O:30])[CH2:14]3)[C:10]=2[CH:9]=[N:8]1)=O. (9) Given the product [CH2:13]([C:15]1([CH2:19][O:20][CH:21]2[CH2:22][CH2:23][CH:24]([O:27][CH:7]=[CH2:8])[CH2:25][CH2:26]2)[CH2:18][O:17][CH2:16]1)[CH3:14], predict the reactants needed to synthesize it. The reactants are: C(=O)([O-])[O-].[Na+].[Na+].[C:7](OC=C)(=O)[CH3:8].[CH2:13]([C:15]1([CH2:19][O:20][CH:21]2[CH2:26][CH2:25][CH:24]([OH:27])[CH2:23][CH2:22]2)[CH2:18][O:17][CH2:16]1)[CH3:14]. (10) Given the product [CH:24]([OH:26])=[O:25].[CH2:1]([C:5]1[CH:6]=[C:7]2[C:12](=[C:13]([O:15][CH:16]3[CH2:17][CH2:18][N:19]([CH2:39][CH2:38][CH2:37][CH2:36][S:33]([C:30]([CH3:29])([CH3:32])[CH3:31])(=[O:34])=[O:35])[CH2:20][CH2:21]3)[CH:14]=1)[N:11]=[CH:10][CH:9]=[CH:8]2)[CH2:2][CH2:3][CH3:4], predict the reactants needed to synthesize it. The reactants are: [CH2:1]([C:5]1[CH:6]=[C:7]2[C:12](=[C:13]([O:15][CH:16]3[CH2:21][CH2:20][NH:19][CH2:18][CH2:17]3)[CH:14]=1)[N:11]=[CH:10][CH:9]=[CH:8]2)[CH2:2][CH2:3][CH3:4].[I-].[Na+].[C:24](=O)([OH:26])[O-:25].[Na+].[CH3:29][C:30]([S:33]([CH2:36][CH2:37][CH2:38][CH2:39]Br)(=[O:35])=[O:34])([CH3:32])[CH3:31].